Predict the product of the given reaction. From a dataset of Forward reaction prediction with 1.9M reactions from USPTO patents (1976-2016). (1) Given the reactants O[C:2]1[N:6]([CH2:7][CH2:8][O:9][CH2:10][CH3:11])[C:5]2[CH:12]=[CH:13][CH:14]=[CH:15][C:4]=2[N:3]=1.P(Cl)(Cl)([Cl:18])=O.[OH-].[Na+], predict the reaction product. The product is: [Cl:18][C:2]1[N:6]([CH2:7][CH2:8][O:9][CH2:10][CH3:11])[C:5]2[CH:12]=[CH:13][CH:14]=[CH:15][C:4]=2[N:3]=1. (2) Given the reactants [C:1]([C:3]1[CH:4]=[N:5][N:6]2[C:11](=[O:12])[C:10]([CH2:13][CH3:14])=[C:9]([C:15]([OH:17])=O)[NH:8][C:7]=12)#[N:2].C(N(CC)CC)C.ClC(OCC(C)C)=O.Cl.[NH2:34][CH2:35][C:36]([C:38]1[CH:43]=[CH:42][CH:41]=[CH:40][CH:39]=1)=[O:37], predict the reaction product. The product is: [C:1]([C:3]1[CH:4]=[N:5][N:6]2[C:11](=[O:12])[C:10]([CH2:13][CH3:14])=[C:9]([C:15]([NH:34][CH2:35][C:36](=[O:37])[C:38]3[CH:43]=[CH:42][CH:41]=[CH:40][CH:39]=3)=[O:17])[NH:8][C:7]=12)#[N:2]. (3) Given the reactants [NH2:1][C:2]1[C:7]([C:8]2[S:9][C:10]3[CH:16]=[CH:15][C:14]([C:17]([OH:19])=O)=[CH:13][C:11]=3[CH:12]=2)=[CH:6][CH:5]=[CH:4][N:3]=1.[C:20]1([CH3:28])[CH:25]=[CH:24][CH:23]=[C:22]([CH2:26][NH2:27])[CH:21]=1, predict the reaction product. The product is: [NH2:1][C:2]1[C:7]([C:8]2[S:9][C:10]3[CH:16]=[CH:15][C:14]([C:17]([NH:27][CH2:26][C:22]4[CH:23]=[CH:24][CH:25]=[C:20]([CH3:28])[CH:21]=4)=[O:19])=[CH:13][C:11]=3[CH:12]=2)=[CH:6][CH:5]=[CH:4][N:3]=1.